From a dataset of Full USPTO retrosynthesis dataset with 1.9M reactions from patents (1976-2016). Predict the reactants needed to synthesize the given product. (1) Given the product [CH2:17]([O:16][P:15]([CH2:20][CH2:21][NH:22][C:10]([NH:9][CH2:8][CH2:7][O:6][C:1](=[O:5])[C:2]([CH3:4])=[CH2:3])=[O:11])(=[O:19])[O:14][CH2:12][CH3:13])[CH3:18], predict the reactants needed to synthesize it. The reactants are: [C:1]([O:6][CH2:7][CH2:8][N:9]=[C:10]=[O:11])(=[O:5])[C:2]([CH3:4])=[CH2:3].[CH2:12]([O:14][P:15]([CH2:20][CH2:21][NH2:22])(=[O:19])[O:16][CH2:17][CH3:18])[CH3:13]. (2) Given the product [CH:19]([C:18]1[CH:21]=[CH:22][CH:23]=[CH:24][C:17]=1[NH:16][C:13](=[O:15])[CH2:12][C:7]1([C:4]2[CH:3]=[CH:2][N:1]=[CH:6][CH:5]=2)[NH:11][CH:10]=[CH:9][S:8]1)=[O:20], predict the reactants needed to synthesize it. The reactants are: [N:1]1[CH:6]=[CH:5][C:4]([C:7]2([CH2:12][C:13]([OH:15])=O)[NH:11][CH:10]=[CH:9][S:8]2)=[CH:3][CH:2]=1.[NH2:16][C:17]1[CH:24]=[CH:23][CH:22]=[CH:21][C:18]=1[CH:19]=[O:20].C(Cl)CCl.CCN(C(C)C)C(C)C.ON1C2N=CC=CC=2N=N1. (3) Given the product [CH3:1][O:2][C:3](=[O:35])[C@H:4]([NH2:24])[CH2:5][C:6]1[CH:7]=[C:8]2[C:12](=[CH:13][CH:14]=1)[N:11]([S:15]([CH2:18][CH2:19][Si:20]([CH3:23])([CH3:22])[CH3:21])(=[O:16])=[O:17])[N:10]=[CH:9]2, predict the reactants needed to synthesize it. The reactants are: [CH3:1][O:2][C:3](=[O:35])[C@H:4]([NH:24]C(OCC1C=CC=CC=1)=O)[CH2:5][C:6]1[CH:7]=[C:8]2[C:12](=[CH:13][CH:14]=1)[N:11]([S:15]([CH2:18][CH2:19][Si:20]([CH3:23])([CH3:22])[CH3:21])(=[O:17])=[O:16])[N:10]=[CH:9]2.[H][H]. (4) Given the product [O:1]=[C:2]1[N:6]([C@@H:7]([C:9]2[CH:14]=[CH:13][CH:12]=[CH:11][CH:10]=2)[CH3:8])[CH2:5][CH:4]([C:15]([O:17][C:4]([CH3:15])([CH3:5])[CH3:3])=[O:16])[CH2:3]1, predict the reactants needed to synthesize it. The reactants are: [O:1]=[C:2]1[N:6]([C@@H:7]([C:9]2[CH:14]=[CH:13][CH:12]=[CH:11][CH:10]=2)[CH3:8])[CH2:5][CH:4]([C:15]([OH:17])=[O:16])[CH2:3]1. (5) Given the product [O:10]=[C:2]1[CH2:3][C:4]2[C:9](=[CH:8][CH:7]=[C:6]([S:12]([Cl:11])(=[O:14])=[O:13])[CH:5]=2)[NH:1]1, predict the reactants needed to synthesize it. The reactants are: [NH:1]1[C:9]2[C:4](=[CH:5][CH:6]=[CH:7][CH:8]=2)[CH2:3][C:2]1=[O:10].[Cl:11][S:12](O)(=[O:14])=[O:13]. (6) Given the product [CH3:1][NH:2][C:3]([C:5]1[C:9]2[CH:10]=[C:11]([O:15][CH:16]([CH3:18])[CH3:17])[C:12]([NH:14][S:33]([CH3:32])(=[O:35])=[O:34])=[CH:13][C:8]=2[O:7][C:6]=1[C:19]1[CH:20]=[CH:21][C:22]([F:25])=[CH:23][CH:24]=1)=[O:4], predict the reactants needed to synthesize it. The reactants are: [CH3:1][NH:2][C:3]([C:5]1[C:9]2[CH:10]=[C:11]([O:15][CH:16]([CH3:18])[CH3:17])[C:12]([NH2:14])=[CH:13][C:8]=2[O:7][C:6]=1[C:19]1[CH:24]=[CH:23][C:22]([F:25])=[CH:21][CH:20]=1)=[O:4].N1C=CC=CC=1.[CH3:32][S:33](Cl)(=[O:35])=[O:34].NC1C=CC=CC=1. (7) Given the product [NH2:16][C:14](=[O:15])[C@H:13]([N:6]1[CH:5]=[CH:4][C:3]2[C:8](=[CH:9][CH:10]=[CH:11][C:2]=2[NH:1][C:70](=[O:71])[C@H:69]([C:64]2[CH:65]=[CH:66][C:67]([Cl:68])=[C:62]([Cl:61])[CH:63]=2)[CH3:73])[C:7]1=[O:12])[C:17]1[CH:18]=[CH:19][CH:20]=[CH:21][CH:22]=1, predict the reactants needed to synthesize it. The reactants are: [NH2:1][C:2]1[CH:11]=[CH:10][CH:9]=[C:8]2[C:3]=1[CH:4]=[CH:5][N:6]([C@H:13]([C:17]1[CH:22]=[CH:21][CH:20]=[CH:19][CH:18]=1)[C:14]([NH2:16])=[O:15])[C:7]2=[O:12].CN(C)C=O.C(N(CC)C(C)C)(C)C.F[P-](F)(F)(F)(F)F.C[N+](C)=C(N(C)C)ON1C2N=CC=CC=2N=N1.[Cl:61][C:62]1[CH:63]=[C:64]([C@H:69]([CH3:73])[C:70](O)=[O:71])[CH:65]=[CH:66][C:67]=1[Cl:68].